From a dataset of Full USPTO retrosynthesis dataset with 1.9M reactions from patents (1976-2016). Predict the reactants needed to synthesize the given product. (1) The reactants are: S(O)(O)(=O)=O.[CH3:6][S:7][C:8](=[NH:10])[NH2:9].CN([CH:14]=[C:15]1[C:20](=O)[CH2:19][CH2:18][N:17]([C:22]([O:24][C:25]([CH3:28])([CH3:27])[CH3:26])=[O:23])[CH2:16]1)C.[OH-].[Na+]. Given the product [CH3:6][S:7][C:8]1[N:9]=[CH:14][C:15]2[CH2:16][N:17]([C:22]([O:24][C:25]([CH3:28])([CH3:27])[CH3:26])=[O:23])[CH2:18][CH2:19][C:20]=2[N:10]=1, predict the reactants needed to synthesize it. (2) Given the product [CH2:10]([C@H:6]1[C@H:7]([CH3:8])[S:3][C:2]([NH2:4])=[N:1]1)[C:11]1[CH:16]=[CH:15][CH:14]=[CH:13][CH:12]=1, predict the reactants needed to synthesize it. The reactants are: [NH2:1][C:2]([NH2:4])=[S:3].N[C@@H:6]([CH2:10][C:11]1[CH:16]=[CH:15][CH:14]=[CH:13][CH:12]=1)[CH:7](O)[CH3:8].C(N=C=S)(C)(C)C. (3) Given the product [C:1]([O:9][CH2:10][C@@H:11]1[C@@:15]([O:17][C:18](=[O:20])[CH3:19])([CH3:16])[C@:14]([F:22])([CH3:21])[CH:13]([N:23]2[CH:31]=[N:30][C:29]3[C:24]2=[N:25][CH:26]=[N:27][C:28]=3[NH:36][CH:33]2[CH2:35][CH2:34]2)[O:12]1)(=[O:8])[C:2]1[CH:7]=[CH:6][CH:5]=[CH:4][CH:3]=1, predict the reactants needed to synthesize it. The reactants are: [C:1]([O:9][CH2:10][C@@H:11]1[C@@:15]([O:17][C:18](=[O:20])[CH3:19])([CH3:16])[C@:14]([F:22])([CH3:21])[CH:13]([N:23]2[CH:31]=[N:30][C:29]3[C:24]2=[N:25][CH:26]=[N:27][C:28]=3Cl)[O:12]1)(=[O:8])[C:2]1[CH:7]=[CH:6][CH:5]=[CH:4][CH:3]=1.[CH:33]1([NH2:36])[CH2:35][CH2:34]1.O. (4) Given the product [Cl:15][C:12]1[CH:13]=[CH:14][C:9]([O:8][CH2:7][C:6]([OH:29])=[O:5])=[C:10]([C:16]#[C:17][C:18]2[CH:28]=[CH:27][C:21]3[CH2:22][CH2:23][S:24](=[O:26])(=[O:25])[C:20]=3[CH:19]=2)[CH:11]=1, predict the reactants needed to synthesize it. The reactants are: C([O:5][C:6](=[O:29])[CH2:7][O:8][C:9]1[CH:14]=[CH:13][C:12]([Cl:15])=[CH:11][C:10]=1[C:16]#[C:17][C:18]1[CH:28]=[CH:27][C:21]2[CH2:22][CH2:23][S:24](=[O:26])(=[O:25])[C:20]=2[CH:19]=1)(C)(C)C. (5) Given the product [F:8][C:4]1[CH:5]=[CH:6][CH:7]=[C:2]([F:1])[C:3]=1[CH:9]1[NH:14][C:13]2[CH:15]=[CH:16][C:17]([C:29]3[N:33]([CH3:34])[N:32]=[C:31]([C:35]4[CH:36]=[N:37][CH:38]=[CH:39][CH:40]=4)[N:30]=3)=[CH:18][C:12]=2[O:11][CH2:10]1, predict the reactants needed to synthesize it. The reactants are: [F:1][C:2]1[CH:7]=[CH:6][CH:5]=[C:4]([F:8])[C:3]=1[CH:9]1[NH:14][C:13]2[CH:15]=[CH:16][C:17](B3OC(C)(C)C(C)(C)O3)=[CH:18][C:12]=2[O:11][CH2:10]1.Br[C:29]1[N:33]([CH3:34])[N:32]=[C:31]([C:35]2[CH:36]=[N:37][CH:38]=[CH:39][CH:40]=2)[N:30]=1. (6) The reactants are: [CH2:1]([O:3][C:4](=[O:25])/[C:5](=[CH:10]/[C:11]1[CH:16]=[CH:15][C:14]([N:17]2[CH:21]=[C:20]([CH3:22])[N:19]=[CH:18]2)=[C:13]([O:23][CH3:24])[CH:12]=1)/[CH2:6][CH2:7][CH2:8]Cl)[CH3:2].[CH3:26][O:27][C:28]1[CH:37]=[C:36]2[C:31]([CH2:32][CH2:33][CH2:34][CH:35]2[NH2:38])=[CH:30][CH:29]=1.C(=O)([O-])[O-].[K+].[K+].[I-].[Na+]. Given the product [CH2:1]([O:3][C:4](=[O:25])/[C:5](=[CH:10]/[C:11]1[CH:16]=[CH:15][C:14]([N:17]2[CH:21]=[C:20]([CH3:22])[N:19]=[CH:18]2)=[C:13]([O:23][CH3:24])[CH:12]=1)/[CH2:6][CH2:7][CH2:8][NH:38][CH:35]1[C:36]2[C:31](=[CH:30][CH:29]=[C:28]([O:27][CH3:26])[CH:37]=2)[CH2:32][CH2:33][CH2:34]1)[CH3:2], predict the reactants needed to synthesize it. (7) Given the product [Br:1][C:2]1[C:3]([CH3:13])=[C:4]([C:8]([O:10][CH2:11][CH3:12])=[O:9])[N:5]([CH3:16])[C:6]=1[CH3:7], predict the reactants needed to synthesize it. The reactants are: [Br:1][C:2]1[C:3]([CH3:13])=[C:4]([C:8]([O:10][CH2:11][CH3:12])=[O:9])[NH:5][C:6]=1[CH3:7].[H-].[Na+].[CH3:16]I. (8) Given the product [F:1][C:2]1[CH:3]=[C:4]([CH2:12][CH2:13][CH2:14][OH:15])[CH:5]=[CH:6][C:7]=1[C:8]([F:10])([F:11])[F:9], predict the reactants needed to synthesize it. The reactants are: [F:1][C:2]1[CH:3]=[C:4]([C:12]#[C:13][CH2:14][OH:15])[CH:5]=[CH:6][C:7]=1[C:8]([F:11])([F:10])[F:9].